This data is from NCI-60 drug combinations with 297,098 pairs across 59 cell lines. The task is: Regression. Given two drug SMILES strings and cell line genomic features, predict the synergy score measuring deviation from expected non-interaction effect. (1) Drug 1: CC1CCCC2(C(O2)CC(NC(=O)CC(C(C(=O)C(C1O)C)(C)C)O)C(=CC3=CSC(=N3)C)C)C. Drug 2: CC1C(C(CC(O1)OC2CC(CC3=C2C(=C4C(=C3O)C(=O)C5=CC=CC=C5C4=O)O)(C(=O)C)O)N)O. Cell line: HCT-15. Synergy scores: CSS=28.3, Synergy_ZIP=-3.58, Synergy_Bliss=-6.77, Synergy_Loewe=-2.99, Synergy_HSA=-4.60. (2) Drug 1: CCC1(CC2CC(C3=C(CCN(C2)C1)C4=CC=CC=C4N3)(C5=C(C=C6C(=C5)C78CCN9C7C(C=CC9)(C(C(C8N6C=O)(C(=O)OC)O)OC(=O)C)CC)OC)C(=O)OC)O.OS(=O)(=O)O. Drug 2: N.N.Cl[Pt+2]Cl. Cell line: HOP-92. Synergy scores: CSS=45.8, Synergy_ZIP=-5.05, Synergy_Bliss=-2.04, Synergy_Loewe=-1.97, Synergy_HSA=0.365. (3) Drug 1: CC(C1=C(C=CC(=C1Cl)F)Cl)OC2=C(N=CC(=C2)C3=CN(N=C3)C4CCNCC4)N. Drug 2: CC1CCC2CC(C(=CC=CC=CC(CC(C(=O)C(C(C(=CC(C(=O)CC(OC(=O)C3CCCCN3C(=O)C(=O)C1(O2)O)C(C)CC4CCC(C(C4)OC)O)C)C)O)OC)C)C)C)OC. Cell line: NCI-H322M. Synergy scores: CSS=19.5, Synergy_ZIP=-3.36, Synergy_Bliss=2.50, Synergy_Loewe=-21.0, Synergy_HSA=0.968. (4) Drug 1: C1=CN(C=N1)CC(O)(P(=O)(O)O)P(=O)(O)O. Drug 2: CC1=C(N=C(N=C1N)C(CC(=O)N)NCC(C(=O)N)N)C(=O)NC(C(C2=CN=CN2)OC3C(C(C(C(O3)CO)O)O)OC4C(C(C(C(O4)CO)O)OC(=O)N)O)C(=O)NC(C)C(C(C)C(=O)NC(C(C)O)C(=O)NCCC5=NC(=CS5)C6=NC(=CS6)C(=O)NCCC[S+](C)C)O. Cell line: LOX IMVI. Synergy scores: CSS=24.2, Synergy_ZIP=2.14, Synergy_Bliss=1.11, Synergy_Loewe=-18.9, Synergy_HSA=-3.06.